From a dataset of Forward reaction prediction with 1.9M reactions from USPTO patents (1976-2016). Predict the product of the given reaction. (1) Given the reactants C[O-].[Na+].[C:4]([NH2:7])([NH2:6])=[S:5].CN(C)/[CH:10]=[CH:11]/[C:12](=O)[CH:13]([O:16][CH3:17])[O:14][CH3:15].Br[CH2:21][CH2:22][O:23][CH3:24], predict the reaction product. The product is: [CH3:15][O:14][CH:13]([O:16][CH3:17])[C:12]1[CH:11]=[CH:10][N:7]=[C:4]([S:5][CH2:21][CH2:22][O:23][CH3:24])[N:6]=1. (2) The product is: [CH2:1]([N:8]1[CH2:13][CH2:12][N:11]([C:14]([C:16]2[CH:20]=[C:19]([CH3:21])[N:18]([C:22]3[CH:23]=[CH:24][CH:25]=[CH:26][CH:27]=3)[C:17]=2[C:28]2[CH:33]=[CH:32][CH:31]=[CH:30][CH:29]=2)=[O:15])[CH:10]([CH2:34][C:35]([OH:37])=[O:36])[CH2:9]1)[C:2]1[CH:7]=[CH:6][CH:5]=[CH:4][CH:3]=1. Given the reactants [CH2:1]([N:8]1[CH2:13][CH2:12][N:11]([C:14]([C:16]2[CH:20]=[C:19]([CH3:21])[N:18]([C:22]3[CH:27]=[CH:26][CH:25]=[CH:24][CH:23]=3)[C:17]=2[C:28]2[CH:33]=[CH:32][CH:31]=[CH:30][CH:29]=2)=[O:15])[CH:10]([CH2:34][C:35]([O:37]C)=[O:36])[CH2:9]1)[C:2]1[CH:7]=[CH:6][CH:5]=[CH:4][CH:3]=1.[OH-].[Li+].Cl.[Cl-].[Na+], predict the reaction product. (3) Given the reactants [Cl:1][C:2]([Cl:9])([Cl:8])[CH2:3][O:4][C:5](Cl)=[O:6].[CH3:10][C@@H:11]1[N:34]([CH3:35])[CH2:33][C@:16]23[CH2:17][CH2:18][C@@H:19]4[C@@:24]5([CH3:32])[CH2:25][CH2:26][C@H:27]([N:29](C)[CH3:30])[CH2:28][C:23]5=[CH:22][CH2:21][C@H:20]4[C@@H:15]2[CH2:14][CH2:13][C@H:12]13, predict the reaction product. The product is: [Cl:1][C:2]([Cl:9])([Cl:8])[CH2:3][O:4][C:5](=[O:6])[N:29]([CH3:30])[CH:27]1[CH2:28][C:23]2[C:24]([CH3:32])([CH:19]3[CH:20]([CH2:21][CH:22]=2)[CH:15]2[CH2:14][CH2:13][CH:12]4[CH:11]([CH3:10])[N:34]([CH3:35])[CH2:33][C:16]24[CH2:17][CH2:18]3)[CH2:25][CH2:26]1. (4) Given the reactants [Br:1][C:2]1[CH:7]=[C:6]([O:8][CH3:9])[C:5]([B:10]([OH:12])[OH:11])=[C:4]([Cl:13])[CH:3]=1, predict the reaction product. The product is: [Br:1][C:2]1[CH:7]=[C:6]([O:8][CH3:9])[C:5]([B:10]([O:11][CH:5]([CH3:6])[CH3:4])[O:12][CH:2]([CH3:7])[CH3:3])=[C:4]([Cl:13])[CH:3]=1. (5) The product is: [C:1]([C:3]1[CH:27]=[CH:26][C:6]([O:7][CH2:8][C:9]([OH:25])([CH3:24])[C:10]([NH:12][C:13]2[CH:18]=[CH:17][C:16]([N+:19]([O-:21])=[O:20])=[C:15]([CH:22]=[O:23])[CH:14]=2)=[O:11])=[CH:5][C:4]=1[F:28])#[N:2]. Given the reactants [C:1]([C:3]1[CH:27]=[CH:26][C:6]([O:7][CH2:8][C:9]([OH:25])([CH3:24])[C:10]([NH:12][C:13]2[CH:18]=[CH:17][C:16]([N+:19]([O-:21])=[O:20])=[C:15]([CH2:22][OH:23])[CH:14]=2)=[O:11])=[CH:5][C:4]=1[F:28])#[N:2], predict the reaction product. (6) Given the reactants [NH2:1][C@@H:2]1[CH2:6][CH2:5][C@H:4]([C:7]([OH:9])=[O:8])[CH2:3]1.S(Cl)([Cl:12])=O.[CH3:14]O, predict the reaction product. The product is: [ClH:12].[NH2:1][C@@H:2]1[CH2:6][CH2:5][C@H:4]([C:7]([O:9][CH3:14])=[O:8])[CH2:3]1.